From a dataset of Reaction yield outcomes from USPTO patents with 853,638 reactions. Predict the reaction yield, written as a fraction of the theoretical maximum amount of product (1.0 means a 100% yield; for example, 0.34 means a 34% yield). (1) The reactants are [CH2:1]=[CH:2][CH2:3][CH2:4][CH2:5][CH2:6][CH2:7][CH2:8][CH2:9][CH2:10][CH2:11][CH2:12]CC.[C:15]1([CH:21]([CH3:24])[CH:22]=[CH2:23])[CH:20]=[CH:19][CH:18]=[CH:17][CH:16]=1. No catalyst specified. The product is [C:15]1([CH:21]([CH:22]=[CH:23][CH2:12][CH2:11][CH2:10][CH2:9][CH2:8][CH2:7][CH2:6][CH2:5][CH2:4][CH2:3][CH2:2][CH3:1])[CH3:24])[CH:20]=[CH:19][CH:18]=[CH:17][CH:16]=1. The yield is 0.720. (2) The reactants are [NH:1]1[C:9]2[C:4](=[CH:5][CH:6]=[C:7]([CH2:10][CH2:11][C:12](=O)[CH2:13][C:14]([O:16]CC)=O)[CH:8]=2)[CH:3]=[CH:2]1.C(=O)(O)O.[NH2:24][C:25]([NH2:27])=[NH:26]. The catalyst is C(O)C. The product is [NH2:26][C:25]1[NH:27][C:14](=[O:16])[CH:13]=[C:12]([CH2:11][CH2:10][C:7]2[CH:8]=[C:9]3[C:4]([CH:3]=[CH:2][NH:1]3)=[CH:5][CH:6]=2)[N:24]=1. The yield is 0.620.